This data is from Reaction yield outcomes from USPTO patents with 853,638 reactions. The task is: Predict the reaction yield, written as a fraction of the theoretical maximum amount of product (1.0 means a 100% yield; for example, 0.34 means a 34% yield). The reactants are [Cl:1][C:2]1[N:7]=[C:6](Cl)[C:5]([CH:9]=O)=[C:4]([Cl:11])[N:3]=1.O.[CH3:13][NH:14][NH2:15].C(N(CC)CC)C. The catalyst is C(O)C. The product is [Cl:11][C:4]1[N:3]=[C:2]([Cl:1])[N:7]=[C:6]2[N:14]([CH3:13])[N:15]=[CH:9][C:5]=12. The yield is 0.780.